From a dataset of Reaction yield outcomes from USPTO patents with 853,638 reactions. Predict the reaction yield, written as a fraction of the theoretical maximum amount of product (1.0 means a 100% yield; for example, 0.34 means a 34% yield). (1) The reactants are O1[C:5]2([CH2:10][CH2:9][CH:8]([N:11]3[C:16](=[O:17])[C:15]([CH2:18][C:19]4[CH:24]=[CH:23][C:22]([C:25]5[C:26]([C:31]#[N:32])=[CH:27][CH:28]=[CH:29][CH:30]=5)=[CH:21][CH:20]=4)=[C:14]([CH2:33][CH2:34][CH3:35])[N:13]4[N:36]=[CH:37][N:38]=[C:12]34)[CH2:7][CH2:6]2)[O:4]CC1.Cl.O1CCCC1. The catalyst is C(OCC)(=O)C. The product is [O:17]=[C:16]1[C:15]([CH2:18][C:19]2[CH:20]=[CH:21][C:22]([C:25]3[C:26]([C:31]#[N:32])=[CH:27][CH:28]=[CH:29][CH:30]=3)=[CH:23][CH:24]=2)=[C:14]([CH2:33][CH2:34][CH3:35])[N:13]2[N:36]=[CH:37][N:38]=[C:12]2[N:11]1[CH:8]1[CH2:7][CH2:6][C:5](=[O:4])[CH2:10][CH2:9]1. The yield is 0.770. (2) The reactants are C(OC(=O)[NH:7][CH:8]1[CH2:13][CH2:12][N:11]([C:14]2[CH:19]=[CH:18][C:17]([C:20]3[CH:25]=[C:24]([C:26](=[O:40])[NH:27][CH2:28][C:29]4[C:30](=[O:39])[NH:31][C:32]([CH3:38])=[CH:33][C:34]=4[CH:35]([CH3:37])[CH3:36])[C:23]([CH3:41])=[C:22]([N:42]([CH2:49][CH3:50])[CH:43]4[CH2:48][CH2:47][O:46][CH2:45][CH2:44]4)[CH:21]=3)=[CH:16][N:15]=2)[CH2:10][CH2:9]1)(C)(C)C.C(O)(C(F)(F)F)=O. The catalyst is C(Cl)Cl. The product is [NH2:7][CH:8]1[CH2:9][CH2:10][N:11]([C:14]2[N:15]=[CH:16][C:17]([C:20]3[CH:21]=[C:22]([N:42]([CH2:49][CH3:50])[CH:43]4[CH2:44][CH2:45][O:46][CH2:47][CH2:48]4)[C:23]([CH3:41])=[C:24]([CH:25]=3)[C:26]([NH:27][CH2:28][C:29]3[C:30](=[O:39])[NH:31][C:32]([CH3:38])=[CH:33][C:34]=3[CH:35]([CH3:37])[CH3:36])=[O:40])=[CH:18][CH:19]=2)[CH2:12][CH2:13]1. The yield is 0.981. (3) The reactants are [C:1]1([C:7]2[C:16]3[C:11](=[CH:12][CH:13]=[C:14]([C:17]([F:20])([F:19])[F:18])[CH:15]=3)[NH:10][C:9](=O)[C:8]=2[C:22]2[NH:26][N:25]=[N:24][N:23]=2)[CH:6]=[CH:5][CH:4]=[CH:3][CH:2]=1.P(Cl)(Cl)([Cl:29])=O.C(N(CC)C(C)C)(C)C. The catalyst is C1(C)C=CC=CC=1. The product is [Cl:29][C:9]1[C:8]([C:22]2[NH:26][N:25]=[N:24][N:23]=2)=[C:7]([C:1]2[CH:2]=[CH:3][CH:4]=[CH:5][CH:6]=2)[C:16]2[C:11](=[CH:12][CH:13]=[C:14]([C:17]([F:19])([F:18])[F:20])[CH:15]=2)[N:10]=1. The yield is 0.640. (4) The reactants are [NH2:1][C:2]1[CH:3]=[CH:4][C:5]2[S:10][CH2:9][C:8](=[O:11])[NH:7][C:6]=2[CH:12]=1.[CH2:13]([C@@H:15]1[O:17][CH2:16]1)[Cl:14]. The catalyst is CCO.O. The product is [Cl:14][CH2:13][C@H:15]([OH:17])[CH2:16][NH:1][C:2]1[CH:3]=[CH:4][C:5]2[S:10][CH2:9][C:8](=[O:11])[NH:7][C:6]=2[CH:12]=1. The yield is 0.810. (5) The reactants are [NH2:1][CH2:2][CH:3]1[O:7][C:6]2[CH:8]=[CH:9][C:10]([CH2:12][CH:13]([N:15]([CH2:22][CH3:23])[C:16](=[O:21])[C:17]([F:20])([F:19])[F:18])[CH3:14])=[CH:11][C:5]=2[O:4]1.[C:24]1(=[O:30])[O:29][C:27](=[O:28])[CH2:26][CH2:25]1.C(N(CC)CC)C. The catalyst is ClCCCl.CN(C1C=CN=CC=1)C.C(OCC)(=O)C. The product is [CH2:22]([N:15]([C:16](=[O:21])[C:17]([F:18])([F:20])[F:19])[CH:13]([CH3:14])[CH2:12][C:10]1[CH:9]=[CH:8][C:6]2[O:7][CH:3]([CH2:2][NH:1][C:24](=[O:30])[CH2:25][CH2:26][C:27]([OH:29])=[O:28])[O:4][C:5]=2[CH:11]=1)[CH3:23]. The yield is 0.860. (6) The reactants are O=C1C2C(=CC=CC=2)C(=O)[N:3]1[CH2:12][CH2:13][C:14]1[CH:15]=[C:16]([CH:28]=[CH:29][CH:30]=1)[O:17][C:18]1[CH:23]=[CH:22][N:21]=[C:20]([C:24]([NH:26][CH3:27])=[O:25])[CH:19]=1.O.NN. The catalyst is CCO. The product is [NH2:3][CH2:12][CH2:13][C:14]1[CH:15]=[C:16]([CH:28]=[CH:29][CH:30]=1)[O:17][C:18]1[CH:23]=[CH:22][N:21]=[C:20]([C:24]([NH:26][CH3:27])=[O:25])[CH:19]=1. The yield is 0.840. (7) The reactants are [C:1]([C:5]1[CH:6]=[C:7]([CH:17]([O:20][Si](C)(C)C)[C:18]#N)[N:8]([C:10]2[CH:15]=[CH:14][C:13]([CH3:16])=[CH:12][CH:11]=2)[N:9]=1)([CH3:4])([CH3:3])[CH3:2].Cl.[OH-:26].[K+].[OH2:28]. No catalyst specified. The product is [C:1]([C:5]1[CH:6]=[C:7]([CH:17]([OH:20])[C:18]([OH:28])=[O:26])[N:8]([C:10]2[CH:15]=[CH:14][C:13]([CH3:16])=[CH:12][CH:11]=2)[N:9]=1)([CH3:4])([CH3:3])[CH3:2]. The yield is 0.600.